The task is: Predict the reaction yield, written as a fraction of the theoretical maximum amount of product (1.0 means a 100% yield; for example, 0.34 means a 34% yield).. This data is from Reaction yield outcomes from USPTO patents with 853,638 reactions. (1) The reactants are [Cl:1][C:2]1[C:10]([F:11])=[C:9]2[C:5]([C:6]([S:20][C:21]3[C:22]([F:32])=[C:23]([CH:29]=[CH:30][CH:31]=3)[C:24]([O:26][CH2:27][CH3:28])=[O:25])=[CH:7][N:8]2[C:12]2[CH:13]=[N:14][N:15]([CH2:17][CH2:18]C)[CH:16]=2)=[CH:4][CH:3]=1.[C:33]([O-])([O-])=O.[Cs+].[Cs+].Br[CH2:40][CH2:41]O.[OH2:43]. The catalyst is CN(C=O)C. The product is [Cl:1][C:2]1[C:10]([F:11])=[C:9]2[C:5]([C:6]([S:20][C:21]3[C:22]([F:32])=[C:23]([CH:29]=[CH:30][CH:31]=3)[C:24]([O:26][CH2:27][CH3:28])=[O:25])=[C:7]([CH:41]3[CH2:40][CH2:33]3)[N:8]2[C:12]2[CH:13]=[N:14][N:15]([CH2:17][CH2:18][OH:43])[CH:16]=2)=[CH:4][CH:3]=1. The yield is 0.190. (2) The reactants are [CH3:1][C@@H:2]([NH2:9])[C:3]1[CH:8]=[CH:7][CH:6]=[CH:5][CH:4]=1.C(O)(C)C.[CH2:14]([CH:18]([CH2:22][OH:23])[C:19]([OH:21])=[O:20])[CH2:15][CH2:16][CH3:17]. The catalyst is C(OCC)(=O)C. The product is [CH3:1][C@@H:2]([NH3+:9])[C:3]1[CH:8]=[CH:7][CH:6]=[CH:5][CH:4]=1.[CH2:14]([C@H:18]([CH2:22][OH:23])[C:19]([O-:21])=[O:20])[CH2:15][CH2:16][CH3:17]. The yield is 0.417. (3) The reactants are Cl[C:2]1[N:6]([CH3:7])[N:5]=[CH:4][C:3]=1[N+:8]([O-:10])=[O:9].C[N:12]([CH2:20][CH:21]1[CH2:26][CH2:25][NH:24][CH2:23][CH2:22]1)[C:13](=[O:19])[O:14][C:15]([CH3:18])([CH3:17])[CH3:16].CCN(C(C)C)C(C)C. The catalyst is CCO. The product is [CH3:7][N:6]1[C:2]([N:24]2[CH2:25][CH2:26][CH:21]([CH2:20][NH:12][C:13](=[O:19])[O:14][C:15]([CH3:17])([CH3:16])[CH3:18])[CH2:22][CH2:23]2)=[C:3]([N+:8]([O-:10])=[O:9])[CH:4]=[N:5]1. The yield is 0.800. (4) The reactants are C(OC([N:8]1[CH2:13][CH2:12][CH:11]([O:14][C:15]2[C:20]3[C:21]4[CH:36]=[C:35]([Br:37])[CH:34]=[N:33][C:22]=4[N:23]([S:24]([C:27]4[CH:32]=[CH:31][CH:30]=[CH:29][CH:28]=4)(=[O:26])=[O:25])[C:19]=3[CH:18]=[N:17][C:16]=2[C:38]#[N:39])[CH2:10][CH2:9]1)=O)(C)(C)C.C(O)(C(F)(F)F)=O. The catalyst is ClCCl. The product is [C:27]1([S:24]([N:23]2[C:19]3[CH:18]=[N:17][C:16]([C:38]#[N:39])=[C:15]([O:14][CH:11]4[CH2:12][CH2:13][NH:8][CH2:9][CH2:10]4)[C:20]=3[C:21]3[CH:36]=[C:35]([Br:37])[CH:34]=[N:33][C:22]2=3)(=[O:25])=[O:26])[CH:28]=[CH:29][CH:30]=[CH:31][CH:32]=1. The yield is 0.840. (5) The reactants are [CH:1]([C:4]1[C:12]([CH:13]=[O:14])=[C:7]2[CH:8]=[CH:9][CH:10]=[CH:11][N:6]2[N:5]=1)([CH3:3])[CH3:2].[Mn]([O-])(=O)(=O)=[O:16].[K+].[OH-].[K+]. The catalyst is C1COCC1.O. The product is [CH:1]([C:4]1[C:12]([C:13]([OH:16])=[O:14])=[C:7]2[CH:8]=[CH:9][CH:10]=[CH:11][N:6]2[N:5]=1)([CH3:3])[CH3:2]. The yield is 0.600.